Dataset: Reaction yield outcomes from USPTO patents with 853,638 reactions. Task: Predict the reaction yield, written as a fraction of the theoretical maximum amount of product (1.0 means a 100% yield; for example, 0.34 means a 34% yield). (1) The reactants are Br[C:2]1[CH:3]=[CH:4][C:5]2[O:6][CH2:7][CH2:8][N:9]([C:12]([O:14][C:15]([CH3:18])([CH3:17])[CH3:16])=[O:13])[C:10]=2[N:11]=1.[CH2:19](B1OC(C)(C)C(C)(C)O1)[CH:20]=[CH2:21].[F-].[Cs+]. The catalyst is C(#N)C.C1C=CC([P]([Pd]([P](C2C=CC=CC=2)(C2C=CC=CC=2)C2C=CC=CC=2)([P](C2C=CC=CC=2)(C2C=CC=CC=2)C2C=CC=CC=2)[P](C2C=CC=CC=2)(C2C=CC=CC=2)C2C=CC=CC=2)(C2C=CC=CC=2)C2C=CC=CC=2)=CC=1. The product is [CH2:21]([C:2]1[CH:3]=[CH:4][C:5]2[O:6][CH2:7][CH2:8][N:9]([C:12]([O:14][C:15]([CH3:18])([CH3:17])[CH3:16])=[O:13])[C:10]=2[N:11]=1)[CH:20]=[CH2:19]. The yield is 0.610. (2) The reactants are Cl[C:2]1[N:3]=[CH:4][C:5]2[N:6]([CH3:21])[C:7](=[O:20])[C:8]([CH3:19])([CH3:18])[CH2:9][N:10]([CH:13]3[CH2:17][CH2:16][CH2:15][CH2:14]3)[C:11]=2[N:12]=1.[C:22]1([C@@H:28]([NH2:30])[CH3:29])[CH:27]=[CH:26][CH:25]=[CH:24][CH:23]=1.CCN(C(C)C)C(C)C. The catalyst is C(O)CCC. The product is [CH:13]1([N:10]2[CH2:9][C:8]([CH3:19])([CH3:18])[C:7](=[O:20])[N:6]([CH3:21])[C:5]3[CH:4]=[N:3][C:2]([NH:30][C@H:28]([C:22]4[CH:27]=[CH:26][CH:25]=[CH:24][CH:23]=4)[CH3:29])=[N:12][C:11]2=3)[CH2:17][CH2:16][CH2:15][CH2:14]1. The yield is 0.260. (3) The reactants are [F:1][C:2]1[CH:11]=[C:10]2[C:5]([C:6](=[O:20])[C:7]([CH3:19])=[CH:8][N:9]2[C:12]2[CH:17]=[CH:16][CH:15]=[CH:14][C:13]=2[F:18])=[CH:4][CH:3]=1.BrN1C(=O)CCC1=O.N(C(C)(CC(C)C)C#N)=NC(C)(CC(C)C)C#N.[N-:47]=[N+:48]=[N-:49].[Na+]. The catalyst is C(Cl)(Cl)(Cl)Cl. The product is [N:47]([CH2:19][C:7]1[C:6](=[O:20])[C:5]2[C:10](=[CH:11][C:2]([F:1])=[CH:3][CH:4]=2)[N:9]([C:12]2[CH:17]=[CH:16][CH:15]=[CH:14][C:13]=2[F:18])[CH:8]=1)=[N+:48]=[N-:49]. The yield is 0.536. (4) The reactants are [CH3:1][C:2]1[S:6][C:5]([C:7]([O:9][CH3:10])=[O:8])=[CH:4][C:3]=1[C:11]1[N:15]([CH3:16])[N:14]=[CH:13][CH:12]=1.C1C(=O)N([Br:24])C(=O)C1. The catalyst is O1CCCC1. The product is [Br:24][C:12]1[CH:13]=[N:14][N:15]([CH3:16])[C:11]=1[C:3]1[CH:4]=[C:5]([C:7]([O:9][CH3:10])=[O:8])[S:6][C:2]=1[CH3:1]. The yield is 0.780. (5) The reactants are [CH2:1]([C:3]1[C:8](=[O:9])[NH:7][C:6]([CH3:10])=[C:5]([C:11]2[S:15][C:14]([S:16](Cl)(=[O:18])=[O:17])=[CH:13][CH:12]=2)[CH:4]=1)[CH3:2].[O:20]1[CH2:24][CH2:23][CH2:22][CH:21]1[CH2:25][NH2:26]. No catalyst specified. The product is [O:20]1[CH2:24][CH2:23][CH2:22][CH:21]1[CH2:25][NH:26][S:16]([C:14]1[S:15][C:11]([C:5]2[CH:4]=[C:3]([CH2:1][CH3:2])[C:8](=[O:9])[NH:7][C:6]=2[CH3:10])=[CH:12][CH:13]=1)(=[O:18])=[O:17]. The yield is 0.395. (6) The reactants are [F:1][C:2]1[CH:3]=[C:4]([CH:29]=[CH:30][C:31]=1[F:32])[CH2:5][NH:6][C:7]([C:9]1[C:17]2[C:12](=[CH:13][CH:14]=[C:15]([N+:18]([O-])=O)[CH:16]=2)[N:11]([CH2:21][C:22]2[CH:27]=[CH:26][CH:25]=[CH:24][CH:23]=2)[C:10]=1[CH3:28])=[O:8]. The catalyst is CO.CCOC(C)=O.[Pd]. The product is [F:1][C:2]1[CH:3]=[C:4]([CH:29]=[CH:30][C:31]=1[F:32])[CH2:5][NH:6][C:7]([C:9]1[C:17]2[C:12](=[CH:13][CH:14]=[C:15]([NH2:18])[CH:16]=2)[N:11]([CH2:21][C:22]2[CH:27]=[CH:26][CH:25]=[CH:24][CH:23]=2)[C:10]=1[CH3:28])=[O:8]. The yield is 1.00.